Task: Predict which catalyst facilitates the given reaction.. Dataset: Catalyst prediction with 721,799 reactions and 888 catalyst types from USPTO Reactant: [CH3:1][CH:2]1[C:11]2[C:10]([OH:12])=[CH:9][CH:8]=[CH:7][C:6]=2[O:5][CH2:4][CH2:3]1.C([O-])([O-])=O.[K+].[K+].Cl[C:20]1[CH:25]=[CH:24][C:23]([N+:26]([O-:28])=[O:27])=[CH:22][N:21]=1. Product: [CH3:1][CH:2]1[C:11]2[C:6](=[CH:7][CH:8]=[CH:9][C:10]=2[O:12][C:20]2[CH:25]=[CH:24][C:23]([N+:26]([O-:28])=[O:27])=[CH:22][N:21]=2)[O:5][CH2:4][CH2:3]1. The catalyst class is: 9.